From a dataset of Full USPTO retrosynthesis dataset with 1.9M reactions from patents (1976-2016). Predict the reactants needed to synthesize the given product. (1) Given the product [CH2:1]([O:3][C:4](=[O:22])[C:5]1[CH:10]=[CH:9][C:8]([N:11]2[C:19]3[C:14](=[CH:15][CH:16]=[C:17]([CH2:20][O:21][C:23](=[O:25])[CH3:24])[CH:18]=3)[CH:13]=[CH:12]2)=[CH:7][CH:6]=1)[CH3:2], predict the reactants needed to synthesize it. The reactants are: [CH2:1]([O:3][C:4](=[O:22])[C:5]1[CH:10]=[CH:9][C:8]([N:11]2[C:19]3[C:14](=[CH:15][CH:16]=[C:17]([CH2:20][OH:21])[CH:18]=3)[CH:13]=[CH:12]2)=[CH:7][CH:6]=1)[CH3:2].[C:23](OC(=O)C)(=[O:25])[CH3:24].N1C=CC=CC=1.O. (2) Given the product [F:1][C:2]1[CH:3]=[CH:4][C:5]([N:8]([CH2:24][C:25]2[CH:30]=[CH:29][C:28]([NH:31][C:32]([C@@H:34]3[CH2:38][CH2:37][CH2:36][N:35]3[C:39]([O:41][C:42]([CH3:45])([CH3:44])[CH3:43])=[O:40])=[O:33])=[CH:27][CH:26]=2)[CH2:9][C:10]2[CH:15]=[CH:14][C:13]([NH:16][C:17]([C@@H:19]3[CH2:23][CH2:22][CH2:21][N:20]3[C:53](=[O:54])[C@@H:52]([C:46]3[CH:51]=[CH:50][CH:49]=[CH:48][CH:47]=3)[N:56]3[CH2:57][CH2:58][CH2:59][CH2:60][CH2:61]3)=[O:18])=[CH:12][CH:11]=2)=[CH:6][CH:7]=1, predict the reactants needed to synthesize it. The reactants are: [F:1][C:2]1[CH:7]=[CH:6][C:5]([N:8]([CH2:24][C:25]2[CH:30]=[CH:29][C:28]([NH:31][C:32]([C@@H:34]3[CH2:38][CH2:37][CH2:36][N:35]3[C:39]([O:41][C:42]([CH3:45])([CH3:44])[CH3:43])=[O:40])=[O:33])=[CH:27][CH:26]=2)[CH2:9][C:10]2[CH:15]=[CH:14][C:13]([NH:16][C:17]([C@@H:19]3[CH2:23][CH2:22][CH2:21][NH:20]3)=[O:18])=[CH:12][CH:11]=2)=[CH:4][CH:3]=1.[C:46]1([C@@H:52]([N:56]2[CH2:61][CH2:60][CH2:59][CH2:58][CH2:57]2)[C:53](O)=[O:54])[CH:51]=[CH:50][CH:49]=[CH:48][CH:47]=1. (3) Given the product [CH2:1]([NH:3][C:4]([NH:5][C:6]1[N:11]=[CH:10][C:9]([C:35]2[CH:36]=[N:37][CH:38]=[C:39]([C:40]([O:42][CH2:43][CH3:44])=[O:41])[CH:45]=2)=[C:8]([C:15]2[S:16][CH:17]=[C:18]([C:20]3[CH:25]=[CH:24][CH:23]=[CH:22][CH:21]=3)[N:19]=2)[CH:7]=1)=[O:26])[CH3:2], predict the reactants needed to synthesize it. The reactants are: [CH2:1]([NH:3][C:4](=[O:26])[NH:5][C:6]1[N:11]=[CH:10][C:9](B(O)O)=[C:8]([C:15]2[S:16][CH:17]=[C:18]([C:20]3[CH:25]=[CH:24][CH:23]=[CH:22][CH:21]=3)[N:19]=2)[CH:7]=1)[CH3:2].CC1(C)C(C)(C)OB([C:35]2[CH:36]=[N:37][CH:38]=[C:39]([CH:45]=2)[C:40]([O:42][CH2:43][CH3:44])=[O:41])O1.C(=O)([O-])[O-].[Cs+].[Cs+]. (4) Given the product [CH3:1][O:2][C@H:3]1[O:8][CH2:7][CH2:6][N+:5]([CH:9]2[C@H:42]([OH:43])[C@H:41]([CH3:44])[O:40][C@@H:11]([O:12][C@@H:13]3[C:30]4[C:17](=[C:18]([OH:35])[C:19]5[C:20](=[O:34])[C:21]6[C:26]([C:27](=[O:32])[C:28]=5[C:29]=4[OH:31])=[C:25]([F:33])[CH:24]=[CH:23][CH:22]=6)[CH2:16][C@:15]([C:37](=[O:39])[CH3:38])([OH:36])[CH2:14]3)[CH2:10]2)([O-:47])[CH2:4]1, predict the reactants needed to synthesize it. The reactants are: [CH3:1][O:2][C@H:3]1[O:8][CH2:7][CH2:6][N:5]([C@@H:9]2[C@H:42]([OH:43])[C@H:41]([CH3:44])[O:40][C@@H:11]([O:12][C@@H:13]3[C:30]4[C:17](=[C:18]([OH:35])[C:19]5[C:20](=[O:34])[C:21]6[C:26]([C:27](=[O:32])[C:28]=5[C:29]=4[OH:31])=[C:25]([F:33])[CH:24]=[CH:23][CH:22]=6)[CH2:16][C@:15]([C:37](=[O:39])[CH3:38])([OH:36])[CH2:14]3)[CH2:10]2)[CH2:4]1.CC1(C)O[O:47]1. (5) Given the product [Cl:1][C:2]1[CH:7]=[CH:6][C:5]([C:13]2[CH:14]=[C:15]([CH3:40])[C:16]([C:21]3[C:30]4[C:25](=[CH:26][C:27]([S:31]([NH:34][C:35]5[CH:39]=[CH:38][O:37][N:36]=5)(=[O:32])=[O:33])=[CH:28][CH:29]=4)[CH:24]=[CH:23][N:22]=3)=[CH:17][C:18]=2[O:19][CH3:20])=[CH:4][C:3]=1[CH3:11], predict the reactants needed to synthesize it. The reactants are: [Cl:1][C:2]1[CH:7]=[CH:6][C:5](B(O)O)=[CH:4][C:3]=1[CH3:11].I[C:13]1[C:18]([O:19][CH3:20])=[CH:17][C:16]([C:21]2[C:30]3[C:25](=[CH:26][C:27]([S:31]([NH:34][C:35]4[CH:39]=[CH:38][O:37][N:36]=4)(=[O:33])=[O:32])=[CH:28][CH:29]=3)[CH:24]=[CH:23][N:22]=2)=[C:15]([CH3:40])[CH:14]=1.P([O-])([O-])([O-])=O.[K+].[K+].[K+].Cl. (6) Given the product [NH2:30][C:5]1[C:6]([NH:8][C:9]2[CH:14]=[C:13]([O:15][CH2:16][C:17]3[C:22]([O:23][CH3:24])=[CH:21][CH:20]=[C:19]([F:25])[C:18]=3[F:26])[C:12]([O:27][CH3:28])=[CH:11][C:10]=2[Cl:29])=[N:7][C:2]([Cl:1])=[CH:3][CH:4]=1, predict the reactants needed to synthesize it. The reactants are: [Cl:1][C:2]1[N:7]=[C:6]([NH:8][C:9]2[CH:14]=[C:13]([O:15][CH2:16][C:17]3[C:22]([O:23][CH3:24])=[CH:21][CH:20]=[C:19]([F:25])[C:18]=3[F:26])[C:12]([O:27][CH3:28])=[CH:11][C:10]=2[Cl:29])[C:5]([N+:30]([O-])=O)=[CH:4][CH:3]=1.CO.[BH4-].[Na+].C(=O)([O-])O.[Na+]. (7) Given the product [OH:16][C:17]1[CH:22]=[C:21]([CH:20]=[CH:19][CH:18]=1)[CH:2]=[C:3]1[CH2:8][CH2:7][N:6]([C:9]([O:11][C:12]([CH3:15])([CH3:14])[CH3:13])=[O:10])[CH2:5][CH2:4]1, predict the reactants needed to synthesize it. The reactants are: Br[CH:2]=[C:3]1[CH2:8][CH2:7][N:6]([C:9]([O:11][C:12]([CH3:15])([CH3:14])[CH3:13])=[O:10])[CH2:5][CH2:4]1.[OH:16][C:17]1[CH:18]=[C:19](B(O)O)[CH:20]=[CH:21][CH:22]=1.P([O-])([O-])([O-])=O.[K+].[K+].[K+].O.